This data is from Reaction yield outcomes from USPTO patents with 853,638 reactions. The task is: Predict the reaction yield, written as a fraction of the theoretical maximum amount of product (1.0 means a 100% yield; for example, 0.34 means a 34% yield). (1) The reactants are [F:1][C:2]1[CH:3]=[C:4]2[C:8](=[CH:9][CH:10]=1)[NH:7][C:6](=[O:11])[C:5]2=[O:12].[H-].[Na+].[CH3:15][O:16][C:17]1[CH:24]=[CH:23][C:20]([CH2:21]Cl)=[CH:19][CH:18]=1.O. The catalyst is CN(C=O)C.C(OCC)(=O)C.CCCCCC. The product is [F:1][C:2]1[CH:3]=[C:4]2[C:8](=[CH:9][CH:10]=1)[N:7]([CH2:21][C:20]1[CH:23]=[CH:24][C:17]([O:16][CH3:15])=[CH:18][CH:19]=1)[C:6](=[O:11])[C:5]2=[O:12]. The yield is 0.800. (2) The reactants are [Cl:1][C:2]1[C:11]2[C:6](=[CH:7][C:8]([OH:12])=[CH:9][CH:10]=2)[CH:5]=[CH:4][N:3]=1.Cl[CH2:14][CH2:15][N:16]([CH3:18])[CH3:17].C(=O)([O-])[O-].[Cs+].[Cs+]. The catalyst is C(#N)C. The product is [Cl:1][C:2]1[C:11]2[C:6](=[CH:7][C:8]([O:12][CH2:14][CH2:15][N:16]([CH3:18])[CH3:17])=[CH:9][CH:10]=2)[CH:5]=[CH:4][N:3]=1. The yield is 0.830. (3) The reactants are Br[C:2]1[C:3]([C:11]([O:13][CH2:14][CH3:15])=[O:12])=[CH:4][N:5]2[C:10]=1[CH:9]=[CH:8][CH:7]=[CH:6]2.C([Sn](CCCC)(CCCC)[C:21]1[CH:26]=[CH:25][CH:24]=[CH:23][N:22]=1)CCC. The catalyst is C1(C)C=CC=CC=1.CO.CCOC(C)=O.C1C=CC([P]([Pd]([P](C2C=CC=CC=2)(C2C=CC=CC=2)C2C=CC=CC=2)([P](C2C=CC=CC=2)(C2C=CC=CC=2)C2C=CC=CC=2)[P](C2C=CC=CC=2)(C2C=CC=CC=2)C2C=CC=CC=2)(C2C=CC=CC=2)C2C=CC=CC=2)=CC=1. The product is [N:22]1[CH:23]=[CH:24][CH:25]=[CH:26][C:21]=1[C:2]1[C:3]([C:11]([O:13][CH2:14][CH3:15])=[O:12])=[CH:4][N:5]2[C:10]=1[CH:9]=[CH:8][CH:7]=[CH:6]2. The yield is 0.320.